Dataset: Full USPTO retrosynthesis dataset with 1.9M reactions from patents (1976-2016). Task: Predict the reactants needed to synthesize the given product. (1) Given the product [CH2:1]([O:3][C:4](=[O:20])[CH2:5][CH2:6][C:7]1[CH:12]=[CH:11][C:10]([N:13]2[CH2:19][CH2:18][CH2:17][CH2:16][CH2:15][CH2:14]2)=[CH:9][CH:8]=1)[CH3:2], predict the reactants needed to synthesize it. The reactants are: [CH2:1]([O:3][C:4](=[O:20])[CH:5]=[CH:6][C:7]1[CH:12]=[CH:11][C:10]([N:13]2[CH2:19][CH2:18][CH2:17][CH2:16][CH2:15][CH2:14]2)=[CH:9][CH:8]=1)[CH3:2]. (2) Given the product [CH3:4][N:3]([C:2]([NH2:8])=[NH:11])[CH2:5][CH2:6][O:7][P:28]([OH:39])([OH:29])=[O:27], predict the reactants needed to synthesize it. The reactants are: C[C:2]([NH2:8])=[N+:3]([CH2:5][CH2:6][OH:7])[CH3:4].CC(N)=[N+:11](CCO)C.[O-]S([O-])(=O)=O.S(=O)(=O)(O)O.[O:27]=[P:28]12[O:39]P3([O:39][P:28]([O:29][P:28]([O:39]3)([O:29]1)=[O:27])(=[O:27])[O:29]2)=O.O.